From a dataset of NCI-60 drug combinations with 297,098 pairs across 59 cell lines. Regression. Given two drug SMILES strings and cell line genomic features, predict the synergy score measuring deviation from expected non-interaction effect. (1) Drug 1: CC1=C(C(CCC1)(C)C)C=CC(=CC=CC(=CC(=O)O)C)C. Drug 2: COC1=C2C(=CC3=C1OC=C3)C=CC(=O)O2. Cell line: MDA-MB-435. Synergy scores: CSS=0.652, Synergy_ZIP=5.61, Synergy_Bliss=-0.194, Synergy_Loewe=1.70, Synergy_HSA=-3.15. (2) Drug 1: CC1=C2C(C(=O)C3(C(CC4C(C3C(C(C2(C)C)(CC1OC(=O)C(C(C5=CC=CC=C5)NC(=O)OC(C)(C)C)O)O)OC(=O)C6=CC=CC=C6)(CO4)OC(=O)C)O)C)O. Drug 2: CS(=O)(=O)OCCCCOS(=O)(=O)C. Cell line: OVCAR-4. Synergy scores: CSS=-2.43, Synergy_ZIP=2.37, Synergy_Bliss=-0.612, Synergy_Loewe=-6.50, Synergy_HSA=-6.05. (3) Drug 1: C1CC2CC3=C(CC1C24CN(S(=O)(=O)N4)CC(F)(F)F)C=CC(=C3)C=CCN5CCC(CC5)C(F)(F)F. Drug 2: CS(=O)(=O)CCNCC1=CC=C(O1)C2=CC3=C(C=C2)N=CN=C3NC4=CC(=C(C=C4)OCC5=CC(=CC=C5)F)Cl. Cell line: NCIH23. Synergy scores: CSS=16.1, Synergy_ZIP=-1.19, Synergy_Bliss=-0.985, Synergy_Loewe=-2.54, Synergy_HSA=0.523. (4) Drug 1: COC1=C(C=C2C(=C1)N=CN=C2NC3=CC(=C(C=C3)F)Cl)OCCCN4CCOCC4. Drug 2: CC1=CC=C(C=C1)C2=CC(=NN2C3=CC=C(C=C3)S(=O)(=O)N)C(F)(F)F. Cell line: NCI/ADR-RES. Synergy scores: CSS=20.9, Synergy_ZIP=-7.07, Synergy_Bliss=-2.19, Synergy_Loewe=-3.92, Synergy_HSA=-0.205. (5) Drug 1: C1=CC(=CC=C1CCC2=CNC3=C2C(=O)NC(=N3)N)C(=O)NC(CCC(=O)O)C(=O)O. Drug 2: C(CCl)NC(=O)N(CCCl)N=O. Cell line: UACC-257. Synergy scores: CSS=6.05, Synergy_ZIP=-3.05, Synergy_Bliss=-0.849, Synergy_Loewe=-4.93, Synergy_HSA=-2.19. (6) Drug 2: C(CN)CNCCSP(=O)(O)O. Drug 1: CCN(CC)CCNC(=O)C1=C(NC(=C1C)C=C2C3=C(C=CC(=C3)F)NC2=O)C. Synergy scores: CSS=1.82, Synergy_ZIP=-2.37, Synergy_Bliss=-3.14, Synergy_Loewe=-1.67, Synergy_HSA=-2.45. Cell line: A549.